This data is from Full USPTO retrosynthesis dataset with 1.9M reactions from patents (1976-2016). The task is: Predict the reactants needed to synthesize the given product. (1) Given the product [NH2:44][C:45]1[N:50]=[C:49]([S:51]([NH:54][C:8]([C:7]2[C:2]([Cl:1])=[N:3][C:4]([N:15]3[CH:19]=[CH:18][C:17]([O:20][CH2:21][CH:22]([CH3:23])[CH3:24])=[N:16]3)=[CH:5][CH:6]=2)=[O:10])(=[O:53])=[O:52])[CH:48]=[CH:47][CH:46]=1, predict the reactants needed to synthesize it. The reactants are: [Cl:1][C:2]1[C:7]([C:8]([O:10]C(C)(C)C)=O)=[CH:6][CH:5]=[C:4]([N:15]2[CH:19]=[CH:18][C:17]([O:20][CH2:21][CH:22]([CH3:24])[CH3:23])=[N:16]2)[N:3]=1.FC(F)(F)C(O)=O.C(N1C=CN=C1)(N1C=CN=C1)=O.[NH2:44][C:45]1[N:50]=[C:49]([S:51]([NH2:54])(=[O:53])=[O:52])[CH:48]=[CH:47][CH:46]=1.[H-].[Na+]. (2) Given the product [CH3:26][N:16]([C:4]1[CH:5]=[CH:6][C:7]2[N:8]([CH2:9][CH:10]3[CH2:15][CH2:14][O:13][CH2:12][CH2:11]3)[C:39]([CH2:38][C:37]([F:43])([F:42])[F:36])=[N:1][C:2]=2[CH:3]=1)[S:17]([C:20]1[CH:25]=[CH:24][CH:23]=[CH:22][CH:21]=1)(=[O:19])=[O:18], predict the reactants needed to synthesize it. The reactants are: [NH2:1][C:2]1[CH:3]=[C:4]([N:16]([CH3:26])[S:17]([C:20]2[CH:25]=[CH:24][CH:23]=[CH:22][CH:21]=2)(=[O:19])=[O:18])[CH:5]=[CH:6][C:7]=1[NH:8][CH2:9][CH:10]1[CH2:15][CH2:14][O:13][CH2:12][CH2:11]1.C(N(C(C)C)CC)(C)C.[F:36][C:37]([F:43])([F:42])[CH2:38][C:39](O)=O.CN(C(ON1N=NC2C=CC=NC1=2)=[N+](C)C)C.F[P-](F)(F)(F)(F)F. (3) Given the product [OH:33][C@H:29]1[CH2:30][CH2:31][CH2:32][C@@H:28]1[N:27]1[CH2:21][C:14]2[C:15](=[CH:20][C:11]([CH2:10][C:9]3[CH:8]=[CH:7][C:6]([N:1]4[CH:5]=[CH:4][CH:3]=[N:2]4)=[CH:25][CH:24]=3)=[C:12]([CH3:23])[CH:13]=2)[C:16]1=[O:17], predict the reactants needed to synthesize it. The reactants are: [N:1]1([C:6]2[CH:25]=[CH:24][C:9]([CH2:10][C:11]3[C:12]([CH3:23])=[CH:13][C:14]([CH:21]=O)=[C:15]([CH:20]=3)[C:16](OC)=[O:17])=[CH:8][CH:7]=2)[CH:5]=[CH:4][CH:3]=[N:2]1.Cl.[NH2:27][C@H:28]1[CH2:32][CH2:31][CH2:30][C@@H:29]1[OH:33].C(N(CC)CC)C.S([O-])([O-])(=O)=O.[Mg+2].